This data is from Reaction yield outcomes from USPTO patents with 853,638 reactions. The task is: Predict the reaction yield, written as a fraction of the theoretical maximum amount of product (1.0 means a 100% yield; for example, 0.34 means a 34% yield). (1) The reactants are [O:1]1[C:5]2([CH2:10][CH2:9][CH:8]([C:11]#[N:12])[CH2:7][CH2:6]2)[O:4][CH2:3][CH2:2]1.[CH3:13]I.[Cl-].[NH4+]. The catalyst is C1COCC1. The product is [CH3:13][C:8]1([C:11]#[N:12])[CH2:9][CH2:10][C:5]2([O:4][CH2:3][CH2:2][O:1]2)[CH2:6][CH2:7]1. The yield is 1.01. (2) The reactants are [Cl:1][C:2]1[CH:7]=[CH:6][C:5]([CH2:8]Cl)=[CH:4][N:3]=1.C(=O)([O-])[O-].[K+].[K+].[F:16][C:17]([F:27])([F:26])[C:18](=[O:25])[CH:19]=[C:20]1C[CH2:23][CH2:22][S:21]1.C(#[N:30])C. No catalyst specified. The product is [Cl:1][C:2]1[N:3]=[CH:4][C:5]([CH2:8][N:30]2[CH2:23][CH2:22][S:21][C:20]2=[CH:19][C:18](=[O:25])[C:17]([F:27])([F:26])[F:16])=[CH:6][CH:7]=1. The yield is 0.500. (3) The reactants are [Cl:1][C:2]1[CH:3]=[C:4]([CH:24]=[C:25]([O:28][CH3:29])[C:26]=1[OH:27])/[CH:5]=[C:6]1/[C:7](=[O:23])[N:8]2[C:13]([C:14]3[CH:22]=[CH:21][C:17]([C:18](O)=[O:19])=[CH:16][CH:15]=3)=[CH:12][N:11]=[C:9]2[S:10]/1.[F:30][CH:31]1[CH2:36][CH2:35][NH:34][CH2:33][CH2:32]1. No catalyst specified. The product is [Cl:1][C:2]1[CH:3]=[C:4](/[CH:5]=[C:6]2/[C:7](=[O:23])[N:11]3[CH:12]=[C:13]([C:14]4[CH:15]=[CH:16][C:17]([C:18]([N:34]5[CH2:35][CH2:36][CH:31]([F:30])[CH2:32][CH2:33]5)=[O:19])=[CH:21][CH:22]=4)[N:8]=[C:9]3[S:10]/2)[CH:24]=[C:25]([O:28][CH3:29])[C:26]=1[OH:27]. The yield is 0.310. (4) The reactants are [Cl:1][C:2]1[CH:7]=[CH:6][C:5]([C:8]2[CH:13]=[CH:12][C:11]([N+:14]([O-:16])=[O:15])=[C:10]([CH:17]=[O:18])[CH:9]=2)=[CH:4][CH:3]=1.B(O[O-])=[O:20].[Na+]. The catalyst is C(O)(=O)C. The product is [Cl:1][C:2]1[CH:7]=[CH:6][C:5]([C:8]2[CH:13]=[CH:12][C:11]([N+:14]([O-:16])=[O:15])=[C:10]([C:17]([OH:20])=[O:18])[CH:9]=2)=[CH:4][CH:3]=1. The yield is 0.410. (5) The reactants are FC(F)(F)S(O[C:7]1[CH:12]=[C:11]([O:13][C:14](=[O:18])[N:15]([CH3:17])[CH3:16])[CH:10]=[CH:9][C:8]=1[CH:19]=[O:20])(=O)=O.[Cl-].[Li+].[CH2:25]([Sn](CCCC)(CCCC)C=C)[CH2:26]CC.[F-].[K+]. The catalyst is O1CCOCC1.C1C=CC([P]([Pd]([P](C2C=CC=CC=2)(C2C=CC=CC=2)C2C=CC=CC=2)([P](C2C=CC=CC=2)(C2C=CC=CC=2)C2C=CC=CC=2)[P](C2C=CC=CC=2)(C2C=CC=CC=2)C2C=CC=CC=2)(C2C=CC=CC=2)C2C=CC=CC=2)=CC=1.C(C1C=CC=C(C(C)(C)C)C=1O)(C)(C)C. The product is [CH3:16][N:15]([CH3:17])[C:14](=[O:18])[O:13][C:11]1[CH:10]=[CH:9][C:8]([CH:19]=[O:20])=[C:7]([CH:25]=[CH2:26])[CH:12]=1. The yield is 0.790.